Predict the reactants needed to synthesize the given product. From a dataset of Full USPTO retrosynthesis dataset with 1.9M reactions from patents (1976-2016). (1) The reactants are: O1[CH2:5][CH2:4][CH2:3][CH2:2]1.I[C:7]1[CH:32]=[CH:31][C:10]([C:11]([N:13]([CH3:30])[C@:14]([CH3:29])([C:19]([NH:21][O:22][CH:23]2[CH2:28][CH2:27][CH2:26][CH2:25][O:24]2)=[O:20])[C:15]([NH:17][CH3:18])=[O:16])=[O:12])=[CH:9][CH:8]=1.[Cl-].[NH4+].Cl.[C:36]([O:39][CH2:40][CH3:41])(=O)C. Given the product [CH3:36][O:39][CH2:40]/[CH:41]=[CH:2]/[C:3]1[CH:9]=[CH:8][C:7]([C:32]#[C:31][C:7]2[CH:32]=[CH:31][C:10]([C:11]([N:13]([CH3:30])[C@:14]([CH3:29])([C:19]([NH:21][O:22][CH:23]3[CH2:28][CH2:27][CH2:26][CH2:25][O:24]3)=[O:20])[C:15]([NH:17][CH3:18])=[O:16])=[O:12])=[CH:9][CH:8]=2)=[CH:5][CH:4]=1, predict the reactants needed to synthesize it. (2) Given the product [O:38]=[S:30]1(=[O:39])[C:31]2[CH:37]=[CH:36][CH:35]=[CH:34][C:32]=2[CH2:33][N:27]([C:18]2[CH:17]=[C:16]([NH:15][CH2:14][CH2:9][NH2:8])[C:25]3[C:20](=[CH:21][CH:22]=[C:23]([CH2:47][CH3:48])[CH:24]=3)[N:19]=2)[CH2:28][CH2:29]1, predict the reactants needed to synthesize it. The reactants are: C([N:8](CC1C=CC=CC=1)[C:9]1([CH2:14][NH:15][C:16]2[C:25]3[C:20](=[CH:21][CH:22]=[C:23](C)[CH:24]=3)[N:19]=[C:18]([N:27]3[CH2:33][C:32]4[CH:34]=[CH:35][CH:36]=[CH:37][C:31]=4[S:30](=[O:39])(=[O:38])[CH2:29][CH2:28]3)[CH:17]=2)CCOC1)C1C=CC=CC=1.[CH2:47](N)[CH2:48]N. (3) Given the product [CH3:1][O:2][C:3]1[CH:8]=[CH:7][N:6]=[C:5]([CH:9]=[CH:20][C:19]([O:25][CH3:26])=[O:24])[CH:4]=1, predict the reactants needed to synthesize it. The reactants are: [CH3:1][O:2][C:3]1[CH:8]=[CH:7][N:6]=[C:5]([CH:9]=O)[CH:4]=1.Cl.N1C=CC=CC=1.[K+].[C:19]([O:25][CH3:26])(=[O:24])[CH2:20]C([O-])=O.N1CCCCC1. (4) Given the product [C:1]([O:5][C:6](=[O:25])[N:7]([CH2:9][C:10]1[CH:14]=[C:13]([C:31]2[CH:32]=[CH:33][CH:34]=[C:29]([C:26](=[O:28])[CH3:27])[C:30]=2[F:38])[N:12]([S:16]([C:19]2[CH:20]=[N:21][CH:22]=[CH:23][CH:24]=2)(=[O:18])=[O:17])[CH:11]=1)[CH3:8])([CH3:4])([CH3:3])[CH3:2], predict the reactants needed to synthesize it. The reactants are: [C:1]([O:5][C:6](=[O:25])[N:7]([CH2:9][C:10]1[CH:14]=[C:13](Br)[N:12]([S:16]([C:19]2[CH:20]=[N:21][CH:22]=[CH:23][CH:24]=2)(=[O:18])=[O:17])[CH:11]=1)[CH3:8])([CH3:4])([CH3:3])[CH3:2].[C:26]([C:29]1[C:30]([F:38])=[C:31](B(O)O)[CH:32]=[CH:33][CH:34]=1)(=[O:28])[CH3:27].C(=O)([O-])[O-].[Na+].[Na+]. (5) Given the product [Cl:8][C:6]1[N:5]=[C:4]([CH3:9])[N:3]=[C:2]([NH:10][C@@H:11]2[C:19]3[C:14](=[CH:15][CH:16]=[CH:17][CH:18]=3)[CH2:13][CH2:12]2)[N:7]=1, predict the reactants needed to synthesize it. The reactants are: Cl[C:2]1[N:7]=[C:6]([Cl:8])[N:5]=[C:4]([CH3:9])[N:3]=1.[NH2:10][C@@H:11]1[C:19]2[C:14](=[CH:15][CH:16]=[CH:17][CH:18]=2)[CH2:13][CH2:12]1.CCN(C(C)C)C(C)C.O. (6) Given the product [C:1]1([C:7]2[CH:8]=[CH:9][C:10]3[N:11]([C:26]4[CH:27]=[CH:28][C:29]([OH:32])=[CH:30][CH:31]=4)[C:12]4[C:17]([C:18]=3[CH:19]=2)=[CH:16][C:15]([C:20]2[CH:25]=[CH:24][CH:23]=[CH:22][CH:21]=2)=[CH:14][CH:13]=4)[CH:2]=[CH:3][CH:4]=[CH:5][CH:6]=1, predict the reactants needed to synthesize it. The reactants are: [C:1]1([C:7]2[CH:8]=[CH:9][C:10]3[N:11]([C:26]4[CH:31]=[CH:30][C:29]([O:32]C)=[CH:28][CH:27]=4)[C:12]4[C:17]([C:18]=3[CH:19]=2)=[CH:16][C:15]([C:20]2[CH:25]=[CH:24][CH:23]=[CH:22][CH:21]=2)=[CH:14][CH:13]=4)[CH:6]=[CH:5][CH:4]=[CH:3][CH:2]=1.B(Br)(Br)Br. (7) Given the product [CH2:1]([C:3]1[N:8]=[C:7]([CH2:9][N:52]2[CH2:55][CH:54]([C:56]([O:58][CH3:59])=[O:57])[CH2:53]2)[CH:6]=[CH:5][C:4]=1[C:11]1[N:15]=[C:14]([C:16]2[CH:21]=[CH:20][C:19]([CH2:22][CH:23]([CH3:25])[CH3:24])=[C:18]([CH3:26])[CH:17]=2)[O:13][N:12]=1)[CH3:2], predict the reactants needed to synthesize it. The reactants are: [CH2:1]([C:3]1[N:8]=[C:7]([CH2:9]O)[CH:6]=[CH:5][C:4]=1[C:11]1[N:15]=[C:14]([C:16]2[CH:21]=[CH:20][C:19]([CH2:22][CH:23]([CH3:25])[CH3:24])=[C:18]([CH3:26])[CH:17]=2)[O:13][N:12]=1)[CH3:2].C(Br)(Br)(Br)Br.C1(P(C2C=CC=CC=2)C2C=CC=CC=2)C=CC=CC=1.Cl.[NH:52]1[CH2:55][CH:54]([C:56]([O:58][CH3:59])=[O:57])[CH2:53]1.C(N(CC)C(C)C)(C)C. (8) Given the product [F:1][C:2]1[CH:30]=[CH:29][CH:28]=[CH:27][C:3]=1[O:4][C:5]1[N:6]=[CH:7][C:8]2[N:13]=[C:12]([C:14]3[CH:24]=[C:23]([CH3:25])[C:17]([O:18][CH2:19][C:20]([N:39]4[CH2:40][CH2:41][CH2:42][C@H:38]4[C:37]([OH:43])=[O:36])=[O:21])=[C:16]([CH3:26])[CH:15]=3)[O:11][C:9]=2[N:10]=1, predict the reactants needed to synthesize it. The reactants are: [F:1][C:2]1[CH:30]=[CH:29][CH:28]=[CH:27][C:3]=1[O:4][C:5]1[N:6]=[CH:7][C:8]2[N:13]=[C:12]([C:14]3[CH:24]=[C:23]([CH3:25])[C:17]([O:18][CH2:19][C:20](Cl)=[O:21])=[C:16]([CH3:26])[CH:15]=3)[O:11][C:9]=2[N:10]=1.Cl.C([O:36][C:37](=[O:43])[C@@H:38]1[CH2:42][CH2:41][CH2:40][NH:39]1)(C)(C)C.C(N(CC)CC)C.